The task is: Predict the reactants needed to synthesize the given product.. This data is from Full USPTO retrosynthesis dataset with 1.9M reactions from patents (1976-2016). (1) Given the product [CH2:9]([O:8][C:5]1[CH:6]=[CH:7][C:2]([N:20]2[CH2:19][CH2:18][N:17]([C:23]([O:25][C:26]([CH3:29])([CH3:28])[CH3:27])=[O:24])[CH2:22][CH2:21]2)=[CH:3][CH:4]=1)[CH2:10][CH2:11][CH2:12][CH2:13][CH2:14][CH2:15][CH3:16], predict the reactants needed to synthesize it. The reactants are: Br[C:2]1[CH:7]=[CH:6][C:5]([O:8][CH2:9][CH2:10][CH2:11][CH2:12][CH2:13][CH2:14][CH2:15][CH3:16])=[CH:4][CH:3]=1.[N:17]1([C:23]([O:25][C:26]([CH3:29])([CH3:28])[CH3:27])=[O:24])[CH2:22][CH2:21][NH:20][CH2:19][CH2:18]1.CC([O-])(C)C.[K+].C(Cl)Cl. (2) Given the product [CH:46]1([C@H:42]([NH2:41])[C:14]([N:12]2[CH2:13][C:9]([C:3]3[CH:4]=[C:5]([F:8])[CH:6]=[CH:7][C:2]=3[F:1])=[CH:10][C@H:11]2[C:21]2[CH:22]=[CH:23][CH:24]=[CH:25][CH:26]=2)=[O:16])[CH2:48][CH2:47]1, predict the reactants needed to synthesize it. The reactants are: [F:1][C:2]1[CH:7]=[CH:6][C:5]([F:8])=[CH:4][C:3]=1[C:9]1[CH2:13][N:12]([C:14]([O:16]C(C)(C)C)=O)[C@H:11]([C:21]2[CH:26]=[CH:25][CH:24]=[CH:23][CH:22]=2)[CH:10]=1.FC(F)(F)C(O)=O.C(OC([NH:41][C@@H:42]([CH:46]1[CH2:48][CH2:47]1)C(O)=O)=O)(C)(C)C.Cl.CN(C)CCCN=C=NCC.ON1C2N=CC=CC=2N=N1.C(N(CC)CC)C. (3) Given the product [OH:27][NH:26][C:20]([C:17]1[CH:18]=[CH:19][C:12]2[O:11][CH2:10][CH2:9][N:8]([CH2:7][C:6]3[CH:24]=[CH:25][C:3]([O:2][CH3:1])=[CH:4][CH:5]=3)[C:14](=[O:15])[C:13]=2[CH:16]=1)=[O:21], predict the reactants needed to synthesize it. The reactants are: [CH3:1][O:2][C:3]1[CH:25]=[CH:24][C:6]([CH2:7][N:8]2[C:14](=[O:15])[C:13]3[CH:16]=[C:17]([C:20](OC)=[O:21])[CH:18]=[CH:19][C:12]=3[O:11][CH2:10][CH2:9]2)=[CH:5][CH:4]=1.[NH2:26][OH:27].[OH-].[Na+]. (4) Given the product [Cl:1][C:2]1[CH:3]=[N+:4]([O-:27])[CH:5]=[C:6]([Cl:26])[C:7]=1[CH2:8][C@@H:9]([C:11]1[CH:16]=[CH:15][C:14]([O:17][CH:18]([F:20])[F:19])=[C:13]([O:21][CH2:22][CH:23]2[CH2:25][CH2:24]2)[CH:12]=1)[O:10][C:28]([O:29][C:30]1[CH:31]=[CH:32][C:33]([N+:36]([O-:38])=[O:37])=[CH:34][CH:35]=1)=[O:39], predict the reactants needed to synthesize it. The reactants are: [Cl:1][C:2]1[CH:3]=[N+:4]([O-:27])[CH:5]=[C:6]([Cl:26])[C:7]=1[CH2:8][C@@H:9]([C:11]1[CH:16]=[CH:15][C:14]([O:17][CH:18]([F:20])[F:19])=[C:13]([O:21][CH2:22][CH:23]2[CH2:25][CH2:24]2)[CH:12]=1)[OH:10].[C:28](Cl)(=[O:39])[O:29][C:30]1[CH:35]=[CH:34][C:33]([N+:36]([O-:38])=[O:37])=[CH:32][CH:31]=1. (5) Given the product [F:1][C:2]1[CH:3]=[C:4]([C:5]2[N:7]=[C:16]([OH:15])[C:18]3[CH2:22][CH2:21][NH:20][C:19]=3[N:6]=2)[CH:8]=[CH:9][C:10]=1[O:11][CH3:12], predict the reactants needed to synthesize it. The reactants are: [F:1][C:2]1[CH:3]=[C:4]([CH:8]=[CH:9][C:10]=1[O:11][CH3:12])[C:5]([NH2:7])=[NH:6].C([O:15][C:16]([CH:18]1[CH2:22][CH2:21][N:20]=[C:19]1OCC)=O)C. (6) Given the product [N:6]1([CH2:5][CH2:4][CH2:3][CH2:2][N:34]2[CH2:31][CH2:24][CH:23]([C:19]3[CH:20]=[CH:21][CH:22]=[C:17]([C:16]([F:15])([F:29])[F:30])[CH:18]=3)[CH2:28][CH2:27]2)[C:10]2[CH:11]=[CH:12][CH:13]=[CH:14][C:9]=2[N:8]=[N:7]1, predict the reactants needed to synthesize it. The reactants are: Cl[CH2:2][CH2:3][CH2:4][CH2:5][N:6]1[C:10]2[CH:11]=[CH:12][CH:13]=[CH:14][C:9]=2[N:8]=[N:7]1.[F:15][C:16]([F:30])([F:29])[C:17]1[CH:18]=[C:19]([CH:23]2[CH2:28][CH2:27]CN[CH2:24]2)[CH:20]=[CH:21][CH:22]=1.[CH:31]([N:34](C(C)C)CC)(C)C.[I-].[K+].